From a dataset of Forward reaction prediction with 1.9M reactions from USPTO patents (1976-2016). Predict the product of the given reaction. (1) Given the reactants [CH3:1][N:2]1[C:6]2[CH:7]=[CH:8][C:9]([C:11]([OH:13])=O)=[CH:10][C:5]=2[N:4]=[CH:3]1.[NH:14]1[CH2:19][CH2:18][CH2:17][C@@H:16]2[C:20]3[CH:21]=[CH:22][CH:23]=[CH:24][C:25]=3[CH2:26][C@H:15]12.F[P-](F)(F)(F)(F)F.N1(OC(N(C)C)=[N+](C)C)C2N=CC=CC=2N=N1, predict the reaction product. The product is: [N:14]1([C:11]([C:9]2[CH:8]=[CH:7][C:6]3[N:2]([CH3:1])[CH:3]=[N:4][C:5]=3[CH:10]=2)=[O:13])[CH2:19][CH2:18][CH2:17][C@@H:16]2[C:20]3[CH:21]=[CH:22][CH:23]=[CH:24][C:25]=3[CH2:26][C@H:15]12. (2) Given the reactants Br[C:2]1[CH:3]=[C:4]([CH2:8][C:9]#[N:10])[CH:5]=[CH:6][CH:7]=1.[CH3:11][C:12]1([CH3:22])[CH:17]=[C:16](B(O)O)[NH:15][C:14](=[O:21])[O:13]1, predict the reaction product. The product is: [CH3:11][C:12]1([CH3:22])[O:13][C:14](=[O:21])[NH:15][C:16]2[CH:3]=[CH:2][C:7]([C:2]3[CH:3]=[C:4]([CH2:8][C:9]#[N:10])[CH:5]=[CH:6][CH:7]=3)=[CH:6][C:17]1=2. (3) Given the reactants [C:1]([C:5]1[CH:6]=[C:7]([NH2:17])[N:8]([C:10]2[CH:15]=[CH:14][C:13]([CH3:16])=[CH:12][CH:11]=2)[N:9]=1)([CH3:4])([CH3:3])[CH3:2].N1C=CC=CC=1.[Cl:24][CH2:25][C:26](Cl)=[O:27], predict the reaction product. The product is: [C:1]([C:5]1[CH:6]=[C:7]([NH:17][C:26](=[O:27])[CH2:25][Cl:24])[N:8]([C:10]2[CH:11]=[CH:12][C:13]([CH3:16])=[CH:14][CH:15]=2)[N:9]=1)([CH3:4])([CH3:3])[CH3:2]. (4) Given the reactants [Cl:1][C:2]1[C:7](=[O:8])[N:6]([C:9]2[CH:10]=[C:11]([CH:15]=[CH:16][C:17]=2[CH3:18])[C:12](O)=[O:13])[C:5]([CH3:19])=[N:4][C:3]=1[O:20][CH2:21][C:22]1[CH:27]=[CH:26][C:25]([F:28])=[CH:24][C:23]=1[F:29].[C:30](N1C=CN=C1)(N1C=CN=C1)=O.Cl.[CH3:43][N:44](C)[OH:45].C(N(CC)CC)C, predict the reaction product. The product is: [Cl:1][C:2]1[C:7](=[O:8])[N:6]([C:9]2[CH:10]=[C:11]([CH:15]=[CH:16][C:17]=2[CH3:18])[C:12]([N:44]([O:45][CH3:30])[CH3:43])=[O:13])[C:5]([CH3:19])=[N:4][C:3]=1[O:20][CH2:21][C:22]1[CH:27]=[CH:26][C:25]([F:28])=[CH:24][C:23]=1[F:29]. (5) Given the reactants [CH3:1][O:2][C:3]1[CH:8]=[C:7]([CH3:9])[CH:6]=[C:5]([O:10][CH3:11])[CH:4]=1.[C:12]1(=[O:18])[O:17][C:15](=[O:16])[CH2:14][CH2:13]1.[Al+3].[Cl-].[Cl-].[Cl-].[OH-].[Na+], predict the reaction product. The product is: [CH3:11][O:10][C:5]1[CH:4]=[C:3]([O:2][CH3:1])[CH:8]=[C:7]([CH3:9])[C:6]=1[C:12](=[O:18])[CH2:13][CH2:14][C:15]([OH:17])=[O:16]. (6) Given the reactants [CH3:1][O:2][C:3]1[CH:4]=[C:5]([CH2:11][CH:12]([NH:16][CH:17]=O)[CH:13]([CH3:15])[CH3:14])[CH:6]=[CH:7][C:8]=1[O:9][CH3:10].O=P(Cl)(Cl)Cl, predict the reaction product. The product is: [CH:13]([CH:12]1[CH2:11][C:5]2[C:6](=[CH:7][C:8]([O:9][CH3:10])=[C:3]([O:2][CH3:1])[CH:4]=2)[CH:17]=[N:16]1)([CH3:14])[CH3:15]. (7) The product is: [C:34]([NH:35][C@H:36]1[CH2:40][CH2:39][N:38]([C:9]2[CH:8]=[CH:7][C:3]([C:4]([NH2:6])=[O:5])=[C:2]([NH:12][C:13]3[CH:14]=[CH:15][C:16]([C:19]([N:21]4[CH2:22][CH:23]([CH3:28])[O:24][CH:25]([CH3:27])[CH2:26]4)=[O:20])=[CH:17][CH:18]=3)[N:10]=2)[CH2:37]1)(=[O:41])[CH:42]=[CH2:43]. Given the reactants Cl[C:2]1[N:10]=[C:9](Cl)[CH:8]=[CH:7][C:3]=1[C:4]([NH2:6])=[O:5].[NH2:12][C:13]1[CH:18]=[CH:17][C:16]([C:19]([N:21]2[CH2:26][CH:25]([CH3:27])[O:24][CH:23]([CH3:28])[CH2:22]2)=[O:20])=[CH:15][CH:14]=1.C(O[C:34](=[O:41])[NH:35][C@H:36]1[CH2:40][CH2:39][NH:38][CH2:37]1)(C)(C)C.[C:42](O)(=O)[CH:43]=C, predict the reaction product.